This data is from Full USPTO retrosynthesis dataset with 1.9M reactions from patents (1976-2016). The task is: Predict the reactants needed to synthesize the given product. (1) Given the product [C:1]([O:5][C:6]([NH:8][CH2:9][C@@H:10]1[CH2:12][C@H:11]1[C:13]([OH:15])=[O:14])=[O:7])([CH3:4])([CH3:2])[CH3:3], predict the reactants needed to synthesize it. The reactants are: [C:1]([O:5][C:6]([NH:8][CH2:9][C@@H:10]1[CH2:12][C@H:11]1[C:13]([O:15]CC)=[O:14])=[O:7])([CH3:4])([CH3:3])[CH3:2].[Li+].[OH-]. (2) The reactants are: FC1C(C(O)=O)=C([N:11]2[N:15]=[CH:14][CH:13]=[N:12]2)C(C)=CC=1.[F:17][C:18]1[C:26]([CH3:27])=[CH:25][C:21]([C:22]([OH:24])=[O:23])=[C:20](I)[CH:19]=1. Given the product [F:17][C:18]1[C:26]([CH3:27])=[CH:25][C:21]([C:22]([OH:24])=[O:23])=[C:20]([N:11]2[N:15]=[CH:14][CH:13]=[N:12]2)[CH:19]=1, predict the reactants needed to synthesize it.